Dataset: Forward reaction prediction with 1.9M reactions from USPTO patents (1976-2016). Task: Predict the product of the given reaction. (1) Given the reactants [CH2:1]([N:8]([CH:28]1[CH2:31][N:30]([S:32]([C:35]2[CH:40]=[CH:39][C:38]([NH:41][CH2:42][CH2:43][CH2:44][CH3:45])=[CH:37][CH:36]=2)(=[O:34])=[O:33])[CH2:29]1)[CH2:9][CH:10]([OH:27])[CH2:11][O:12][C:13]1[CH:18]=[CH:17][C:16]([O:19][CH2:20][C:21]2[CH:26]=[CH:25][CH:24]=[CH:23][CH:22]=2)=[CH:15][CH:14]=1)[C:2]1[CH:7]=[CH:6][CH:5]=[CH:4][CH:3]=1.Br[CH2:47][C:48]([O:50][CH3:51])=[O:49].C(=O)([O-])[O-].[K+].[K+], predict the reaction product. The product is: [CH3:51][O:50][C:48](=[O:49])[CH2:47][N:41]([C:38]1[CH:37]=[CH:36][C:35]([S:32]([N:30]2[CH2:29][CH:28]([N:8]([CH2:1][C:2]3[CH:7]=[CH:6][CH:5]=[CH:4][CH:3]=3)[CH2:9][CH:10]([OH:27])[CH2:11][O:12][C:13]3[CH:14]=[CH:15][C:16]([O:19][CH2:20][C:21]4[CH:26]=[CH:25][CH:24]=[CH:23][CH:22]=4)=[CH:17][CH:18]=3)[CH2:31]2)(=[O:34])=[O:33])=[CH:40][CH:39]=1)[CH2:42][CH2:43][CH2:44][CH3:45]. (2) Given the reactants [C:1]([NH:4][C@H:5]1[CH2:8][C@H:7]([O:9][C:10]2[CH:15]=[C:14]([F:16])[CH:13]=[CH:12][C:11]=2[NH:17][C:18]2[C:19]3[C:26]([CH3:27])=[C:25]([C:28](O)=[O:29])[S:24][C:20]=3[N:21]=[CH:22][N:23]=2)[CH2:6]1)(=[O:3])[CH3:2].Cl.[NH2:32][C@@H:33]1[CH2:35][C@H:34]1[NH:36]C(=O)OC(C)(C)C, predict the reaction product. The product is: [NH2:32][CH:33]1[CH2:35][CH:34]1[NH:36][C:28]([C:25]1[S:24][C:20]2[N:21]=[CH:22][N:23]=[C:18]([NH:17][C:11]3[CH:12]=[CH:13][C:14]([F:16])=[CH:15][C:10]=3[O:9][C@H:7]3[CH2:6][C@H:5]([NH:4][C:1](=[O:3])[CH3:2])[CH2:8]3)[C:19]=2[C:26]=1[CH3:27])=[O:29]. (3) Given the reactants Cl[C:2]1[N:7]=[C:6]([N:8]2[CH:12]=[CH:11][C:10]([C:13]([F:16])([F:15])[F:14])=[N:9]2)[N:5]=[C:4]([O:17][CH3:18])[CH:3]=1.[Cl:19][C:20]1[CH:25]=[CH:24][C:23](B(O)O)=[CH:22][CH:21]=1.COC1C=C(C2C=CC=CC=2)N=C(N2C=CC(C(F)(F)F)=N2)N=1, predict the reaction product. The product is: [CH3:18][O:17][C:4]1[CH:3]=[C:2]([C:23]2[CH:24]=[CH:25][C:20]([Cl:19])=[CH:21][CH:22]=2)[N:7]=[C:6]([N:8]2[CH:12]=[CH:11][C:10]([C:13]([F:16])([F:15])[F:14])=[N:9]2)[N:5]=1. (4) Given the reactants [C:1]1(/[C:7](/[C:17]2[CH:44]=[CH:43][C:20]([O:21][CH2:22][CH2:23][N:24]([CH3:42])[CH2:25][CH2:26][O:27][CH2:28][CH2:29][O:30][CH2:31][CH2:32][O:33][CH2:34][C:35]([O:37]C(C)(C)C)=[O:36])=[CH:19][CH:18]=2)=[C:8](/[C:11]2[CH:16]=[CH:15][CH:14]=[CH:13][CH:12]=2)\[CH2:9][CH3:10])[CH:6]=[CH:5][CH:4]=[CH:3][CH:2]=1.C(O)(C(F)(F)F)=O, predict the reaction product. The product is: [C:1]1(/[C:7](/[C:17]2[CH:18]=[CH:19][C:20]([O:21][CH2:22][CH2:23][N:24]([CH3:42])[CH2:25][CH2:26][O:27][CH2:28][CH2:29][O:30][CH2:31][CH2:32][O:33][CH2:34][C:35]([OH:37])=[O:36])=[CH:43][CH:44]=2)=[C:8](/[C:11]2[CH:16]=[CH:15][CH:14]=[CH:13][CH:12]=2)\[CH2:9][CH3:10])[CH:6]=[CH:5][CH:4]=[CH:3][CH:2]=1. (5) Given the reactants [C:1]12([C:11]([NH:13][CH:14]([C:18]3[CH:28]=[CH:27][C:21]([C:22]([O:24]CC)=O)=[CH:20][CH:19]=3)[CH:15]([CH3:17])[CH3:16])=[O:12])[CH2:10][CH:5]3[CH2:6][CH:7]([CH2:9][CH:3]([CH2:4]3)[CH2:2]1)[CH2:8]2.[OH-:29].[K+].Cl.[NH2:32]O.CO, predict the reaction product. The product is: [OH:29][NH:32][C:22]([C:21]1[CH:20]=[CH:19][C:18]([CH:14]([NH:13][C:11]([C:1]23[CH2:10][CH:5]4[CH2:4][CH:3]([CH2:9][CH:7]([CH2:6]4)[CH2:8]2)[CH2:2]3)=[O:12])[CH:15]([CH3:16])[CH3:17])=[CH:28][CH:27]=1)=[O:24].